Dataset: Forward reaction prediction with 1.9M reactions from USPTO patents (1976-2016). Task: Predict the product of the given reaction. (1) Given the reactants Br[C:2]1[C:7]([N:8](COC)[S:9]([C:12]2[CH:17]=[CH:16][C:15]([O:18][CH:19]([CH3:21])[CH3:20])=[CH:14][CH:13]=2)(=[O:11])=[O:10])=[CH:6][C:5]([Cl:25])=[CH:4][N:3]=1.CON(C)[C:29](=[O:37])[C:30]1[CH:35]=[CH:34][CH:33]=[N:32][C:31]=1[CH3:36].Cl.O1CCOCC1, predict the reaction product. The product is: [Cl:25][C:5]1[CH:6]=[C:7]([NH:8][S:9]([C:12]2[CH:13]=[CH:14][C:15]([O:18][CH:19]([CH3:20])[CH3:21])=[CH:16][CH:17]=2)(=[O:10])=[O:11])[C:2]([C:29]([C:30]2[C:31]([CH3:36])=[N:32][CH:33]=[CH:34][CH:35]=2)=[O:37])=[N:3][CH:4]=1. (2) Given the reactants [O:1]=[C:2]1[NH:8][CH2:7][CH2:6][N:5]([S:9]([C:12]2[CH:18]=[CH:17][C:15]([CH3:16])=[CH:14][CH:13]=2)(=[O:11])=[O:10])[CH:4]([CH2:19][C:20]([O:22]CC)=[O:21])[CH2:3]1.[Li+].[OH-].CCOC(C)=O, predict the reaction product. The product is: [O:1]=[C:2]1[NH:8][CH2:7][CH2:6][N:5]([S:9]([C:12]2[CH:18]=[CH:17][C:15]([CH3:16])=[CH:14][CH:13]=2)(=[O:11])=[O:10])[CH:4]([CH2:19][C:20]([OH:22])=[O:21])[CH2:3]1. (3) Given the reactants [C:1]([CH2:4][N:5]1[C@H:8]([C@H:9]([C:11]([C:13]2[CH:18]=[CH:17][CH:16]=[CH:15][CH:14]=2)=[S:12])[CH3:10])[C@@H:7]([C@H:19]([OH:21])[CH3:20])[C:6]1=[O:22])([OH:3])=[O:2].[C:23]([O:29][CH2:30]Cl)(=[O:28])[C:24]([CH3:27])([CH3:26])[CH3:25].[I-].[Na+].C(N(C(C)C)CC)(C)C, predict the reaction product. The product is: [C:13]1([C:11]([C@@H:9]([C@H:8]2[N:5]([CH2:4][C:1]([O:3][CH2:30][O:29][C:23](=[O:28])[C:24]([CH3:27])([CH3:26])[CH3:25])=[O:2])[C:6](=[O:22])[C@@H:7]2[C@H:19]([OH:21])[CH3:20])[CH3:10])=[S:12])[CH:14]=[CH:15][CH:16]=[CH:17][CH:18]=1. (4) Given the reactants [C:1]([O:5][C:6](=[O:35])[N:7]([CH2:15][C:16]1[CH:21]=[CH:20][C:19]([CH2:22][NH:23][CH2:24][CH2:25][CH2:26][CH2:27][N:28]([CH2:32][CH2:33][CH3:34])[CH2:29][CH2:30][CH3:31])=[CH:18][CH:17]=1)[CH2:8][C:9]1[N:10]([CH3:14])[CH:11]=[CH:12][N:13]=1)([CH3:4])([CH3:3])[CH3:2].C(N(CC)CC)C.[C:43](OC(=O)C)(=[O:45])[CH3:44].O, predict the reaction product. The product is: [C:1]([O:5][C:6](=[O:35])[N:7]([CH2:15][C:16]1[CH:17]=[CH:18][C:19]([CH2:22][N:23]([CH2:24][CH2:25][CH2:26][CH2:27][N:28]([CH2:29][CH2:30][CH3:31])[CH2:32][CH2:33][CH3:34])[C:43]([CH3:44])=[O:45])=[CH:20][CH:21]=1)[CH2:8][C:9]1[N:10]([CH3:14])[CH:11]=[CH:12][N:13]=1)([CH3:3])([CH3:4])[CH3:2].